Dataset: Forward reaction prediction with 1.9M reactions from USPTO patents (1976-2016). Task: Predict the product of the given reaction. (1) Given the reactants [Br:1][C:2]1[CH:14]=[CH:13][C:12]([F:15])=[CH:11][C:3]=1[O:4][CH:5]1[CH2:10][CH2:9][NH:8][CH2:7][CH2:6]1.Cl[C:17]1[O:18][CH:19]=[C:20]([C:22]([O:24][CH2:25][CH3:26])=[O:23])[N:21]=1.CCN(C(C)C)C(C)C, predict the reaction product. The product is: [CH2:25]([O:24][C:22]([C:20]1[N:21]=[C:17]([N:8]2[CH2:7][CH2:6][CH:5]([O:4][C:3]3[CH:11]=[C:12]([F:15])[CH:13]=[CH:14][C:2]=3[Br:1])[CH2:10][CH2:9]2)[O:18][CH:19]=1)=[O:23])[CH3:26]. (2) The product is: [CH3:16][NH:17][C:10]([C:3]1[C:4]2[C:9](=[CH:8][CH:7]=[CH:6][CH:5]=2)[NH:1][N:2]=1)=[O:12]. Given the reactants [NH:1]1[C:9]2[C:4](=[CH:5][CH:6]=[CH:7][CH:8]=2)[C:3]([C:10]([OH:12])=O)=[N:2]1.Cl.CN.[CH3:16][N:17](C(ON1N=NC2C=CC=CC1=2)=[N+](C)C)C.F[P-](F)(F)(F)(F)F.CCN(C(C)C)C(C)C, predict the reaction product. (3) Given the reactants O1[C:3]2([CH2:8][CH2:7][N:6]([C:9]3[CH:14]=[CH:13][C:12]([N:15]4[CH2:19][C@H:18]([CH2:20][NH:21][C:22](=[O:24])[CH3:23])[O:17][C:16]4=[O:25])=[CH:11][C:10]=3[F:26])[CH2:5][CH2:4]2)[CH2:2]1.[SH:27][CH2:28][CH2:29][OH:30].B(F)(F)F, predict the reaction product. The product is: [O:30]1[C:3]2([CH2:8][CH2:7][N:6]([C:9]3[CH:14]=[CH:13][C:12]([N:15]4[CH2:19][C@H:18]([CH2:20][NH:21][C:22](=[O:24])[CH3:23])[O:17][C:16]4=[O:25])=[CH:11][C:10]=3[F:26])[CH2:5][CH2:4]2)[CH2:2][S:27][CH2:28][CH2:29]1.